Dataset: Forward reaction prediction with 1.9M reactions from USPTO patents (1976-2016). Task: Predict the product of the given reaction. Given the reactants [Cl:1][C:2]1[CH:10]=[CH:9][C:8]([CH3:11])=[CH:7][C:3]=1[C:4]([OH:6])=O.[N:12]1([CH:18]([C:21]2[CH:22]=[N:23][CH:24]=[CH:25][CH:26]=2)[CH2:19][NH2:20])[CH2:17][CH2:16][O:15][CH2:14][CH2:13]1, predict the reaction product. The product is: [Cl:1][C:2]1[CH:10]=[CH:9][C:8]([CH3:11])=[CH:7][C:3]=1[C:4]([NH:20][CH2:19][CH:18]([N:12]1[CH2:17][CH2:16][O:15][CH2:14][CH2:13]1)[C:21]1[CH:22]=[N:23][CH:24]=[CH:25][CH:26]=1)=[O:6].